Dataset: Full USPTO retrosynthesis dataset with 1.9M reactions from patents (1976-2016). Task: Predict the reactants needed to synthesize the given product. (1) Given the product [CH2:39]([NH:41][C:42](=[S:43])[N:8]([CH2:7][CH:6]1[C:5](=[O:27])[O:4][C@H:3]2[C:28]3[C@@:33]([CH3:36])([CH2:34][CH2:35][C:2]12[OH:1])[CH2:32][CH2:31][CH2:30][C:29]=3[CH3:37])[CH2:9][CH:10]1[C:14](=[O:15])[O:13][C@@H:12]2[C:16]3[C@:21]([CH3:24])([CH2:22][CH2:23][C:11]12[OH:26])[CH2:20][CH2:19][CH2:18][C:17]=3[CH3:25])[CH3:40], predict the reactants needed to synthesize it. The reactants are: [OH:1][C:2]12[CH2:35][CH2:34][C@@:33]3([CH3:36])[C:28](=[C:29]([CH3:37])[CH2:30][CH2:31][CH2:32]3)[C@:3]1(C)[O:4][C:5](=[O:27])[CH:6]2[CH2:7][NH:8][CH2:9][CH:10]1[C:14](=[O:15])[O:13][C@H:12]2[C:16]3[C@@:21]([CH3:24])([CH2:22][CH2:23][C:11]12[OH:26])[CH2:20][CH2:19][CH2:18][C:17]=3[CH3:25].[CH2:39]([N:41]=[C:42]=[S:43])[CH3:40]. (2) Given the product [NH2:43][C:19]1[C:18]2[C:13](=[CH:14][CH:15]=[C:16]([O:38][CH3:35])[CH:17]=2)[N:12]=[C:11]([C:29]2[CH:30]=[CH:31][C:26]([C:24]([O:23][CH3:22])=[O:25])=[CH:27][CH:28]=2)[CH:20]=1, predict the reactants needed to synthesize it. The reactants are: ClC1C=C(C=CC=1[C:11]1[CH:20]=[CH:19][C:18]2[C:13](=[CH:14][CH:15]=[C:16](O)[CH:17]=2)[N:12]=1)C(O)=O.[CH3:22][O:23][C:24]([C:26]1[CH:31]=[CH:30][C:29](B(O)O)=[CH:28][CH:27]=1)=[O:25].[C:35]([O-:38])([O-])=O.[K+].[K+].Cl.C[N:43](C=O)C.